Dataset: Peptide-MHC class I binding affinity with 185,985 pairs from IEDB/IMGT. Task: Regression. Given a peptide amino acid sequence and an MHC pseudo amino acid sequence, predict their binding affinity value. This is MHC class I binding data. (1) The peptide sequence is GHQAAMQML. The MHC is HLA-A24:02 with pseudo-sequence HLA-A24:02. The binding affinity (normalized) is 0.0909. (2) The peptide sequence is RYSIFFDY. The MHC is HLA-A24:03 with pseudo-sequence HLA-A24:03. The binding affinity (normalized) is 0.689. (3) The peptide sequence is YTGDFDSVI. The MHC is HLA-B45:01 with pseudo-sequence HLA-B45:01. The binding affinity (normalized) is 0. (4) The peptide sequence is VARKHHTKI. The MHC is HLA-B08:01 with pseudo-sequence HLA-B08:01. The binding affinity (normalized) is 0. (5) The peptide sequence is WYGMEIRPL. The MHC is HLA-A24:03 with pseudo-sequence HLA-A24:03. The binding affinity (normalized) is 0.558. (6) The peptide sequence is TVADIWHAM. The MHC is HLA-A30:01 with pseudo-sequence HLA-A30:01. The binding affinity (normalized) is 0.0847. (7) The peptide sequence is IIANARIEV. The MHC is HLA-A69:01 with pseudo-sequence HLA-A69:01. The binding affinity (normalized) is 0.0847. (8) The peptide sequence is LFVAAAYIV. The MHC is HLA-A31:01 with pseudo-sequence HLA-A31:01. The binding affinity (normalized) is 0.0847. (9) The binding affinity (normalized) is 0.0847. The MHC is HLA-A69:01 with pseudo-sequence HLA-A69:01. The peptide sequence is TKDTNDNNL. (10) The peptide sequence is VNFEFPEF. The MHC is H-2-Kb with pseudo-sequence H-2-Kb. The binding affinity (normalized) is 0.0240.